This data is from Full USPTO retrosynthesis dataset with 1.9M reactions from patents (1976-2016). The task is: Predict the reactants needed to synthesize the given product. (1) Given the product [CH2:13]([NH:14][C@H:2]([CH2:1][OH:4])[CH2:5][C:6]1[CH:11]=[CH:10][CH:9]=[CH:8][CH:7]=1)[C:6]1[CH:11]=[CH:10][CH:9]=[CH:8][CH:7]=1, predict the reactants needed to synthesize it. The reactants are: [C:1]([OH:4])(=O)[CH3:2].[CH:5](=O)[C:6]1[CH:11]=[CH:10][CH:9]=[CH:8][CH:7]=1.[C:13]([BH3-])#[N:14].[Na+]. (2) Given the product [N:4]1[CH:5]=[CH:6][CH:7]=[C:2]([O:8][C:9]2[CH:10]=[C:11]([CH2:12][OH:13])[CH:14]=[CH:15][CH:16]=2)[CH:3]=1, predict the reactants needed to synthesize it. The reactants are: F[C:2]1[CH:3]=[N:4][CH:5]=[CH:6][CH:7]=1.[OH:8][C:9]1[CH:10]=[C:11]([CH:14]=[CH:15][CH:16]=1)[CH2:12][OH:13].C(=O)([O-])[O-].[Cs+].[Cs+]. (3) Given the product [C:1]([O:5][C:6]([N:8]1[CH2:12][CH:11]([CH2:32][OH:33])[CH:10]2[O:14][CH2:15][C:16]([O:17][CH3:18])([O:19][CH3:20])[CH:9]12)=[O:7])([CH3:3])([CH3:2])[CH3:4], predict the reactants needed to synthesize it. The reactants are: [C:1]([O:5][C:6]([N:8]1[CH2:12][C:11](=O)[CH:10]2[O:14][CH2:15][C:16]([O:19][CH3:20])([O:17][CH3:18])[CH:9]12)=[O:7])([CH3:4])([CH3:3])[CH3:2].B1C2CCCC1CCC2.C1C[O:33][CH2:32]C1. (4) Given the product [F:24][C:4]1[CH:3]=[C:2]([NH:1][C:34]([C:31]2[C:30](=[O:37])[N:29]([C:38]3[CH:39]=[CH:40][CH:41]=[CH:42][CH:43]=3)[N:28]([CH2:27][C:26]([OH:25])([CH3:45])[CH3:44])[C:32]=2[CH3:33])=[O:35])[CH:23]=[CH:22][C:5]=1[O:6][C:7]1[CH:16]=[CH:15][N:14]=[C:13]2[C:8]=1[C:9]1[CH:21]=[CH:20][CH:19]=[CH:18][C:10]=1[C:11](=[O:17])[NH:12]2, predict the reactants needed to synthesize it. The reactants are: [NH2:1][C:2]1[CH:23]=[CH:22][C:5]([O:6][C:7]2[CH:16]=[CH:15][N:14]=[C:13]3[C:8]=2[C:9]2[CH:21]=[CH:20][CH:19]=[CH:18][C:10]=2[C:11](=[O:17])[NH:12]3)=[C:4]([F:24])[CH:3]=1.[OH:25][C:26]([CH3:45])([CH3:44])[CH2:27][N:28]1[C:32]([CH3:33])=[C:31]([C:34](O)=[O:35])[C:30](=[O:37])[N:29]1[C:38]1[CH:43]=[CH:42][CH:41]=[CH:40][CH:39]=1. (5) Given the product [C:28]12([P:27]([C:38]34[CH2:39][CH:40]5[CH2:41][CH:42]([CH2:43][CH:44]([CH2:46]5)[CH2:45]3)[CH2:47]4)[C:8]3[N:7]([C:5]([N:4]([CH:1]([CH3:3])[CH3:2])[CH:18]([CH3:20])[CH3:19])=[O:6])[C:11]4[CH:12]=[C:13]([CH3:17])[C:14]([CH3:16])=[CH:15][C:10]=4[N:9]=3)[CH2:29][CH:30]3[CH2:36][CH:34]([CH2:33][CH:32]([CH2:31]3)[CH2:37]1)[CH2:35]2, predict the reactants needed to synthesize it. The reactants are: [CH:1]([N:4]([CH:18]([CH3:20])[CH3:19])[C:5]([N:7]1[C:11]2[CH:12]=[C:13]([CH3:17])[C:14]([CH3:16])=[CH:15][C:10]=2[N:9]=[CH:8]1)=[O:6])([CH3:3])[CH3:2].[Li]CCCC.Cl[P:27]([C:38]12[CH2:47][CH:42]3[CH2:43][CH:44]([CH2:46][CH:40]([CH2:41]3)[CH2:39]1)[CH2:45]2)[C:28]12[CH2:37][CH:32]3[CH2:33][CH:34]([CH2:36][CH:30]([CH2:31]3)[CH2:29]1)[CH2:35]2. (6) Given the product [C:1]([O:18][CH2:19][C@@H:20]([C@@H:21]1[C:22]([OH:28])=[C:23]([O:27][C:40](=[O:41])[N:39]([CH2:43][CH3:44])[CH2:37][CH3:38])[C:24](=[O:25])[O:26]1)[OH:29])(=[O:17])[CH2:2][CH2:3][CH2:4][CH2:5][CH2:6][CH2:7][CH2:8][CH2:9][CH2:10][CH2:11][CH2:12][CH2:13][CH2:14][CH2:15][CH3:16], predict the reactants needed to synthesize it. The reactants are: [C:1]([O:18][CH2:19][C@H:20]([OH:29])[C@H:21]1[O:26][C:24](=[O:25])[C:23]([OH:27])=[C:22]1[OH:28])(=[O:17])[CH2:2][CH2:3][CH2:4][CH2:5][CH2:6][CH2:7][CH2:8][CH2:9][CH2:10][CH2:11][CH2:12][CH2:13][CH2:14][CH2:15][CH3:16].C1(C)C=CC=CC=1.[CH2:37]([N:39]([CH2:43][CH3:44])[C:40](Cl)=[O:41])[CH3:38]. (7) Given the product [F:1][C:2]1[CH:7]=[C:6]([F:8])[CH:5]=[CH:4][C:3]=1[N:9]1[CH2:10][CH2:11][N:12]([CH2:16][C:17]2[CH:18]=[CH:19][C:20]([CH:23]([NH:26][C:27](=[O:29])[CH3:28])[CH2:24][CH3:25])=[CH:21][CH:22]=2)[CH2:13][CH2:14]1, predict the reactants needed to synthesize it. The reactants are: [F:1][C:2]1[CH:7]=[C:6]([F:8])[CH:5]=[CH:4][C:3]=1[N:9]1[CH2:14][CH2:13][NH:12][CH2:11][CH2:10]1.Cl[CH2:16][C:17]1[CH:22]=[CH:21][C:20]([CH:23]([NH:26][C:27](=[O:29])[CH3:28])[CH2:24][CH3:25])=[CH:19][CH:18]=1.